This data is from Forward reaction prediction with 1.9M reactions from USPTO patents (1976-2016). The task is: Predict the product of the given reaction. (1) Given the reactants [Br:1][C:2]1[CH:9]=[CH:8][C:7]([OH:10])=[CH:6][C:3]=1[C:4]#[N:5].C([O-])([O-])=O.[K+].[K+].[CH:17]1(Br)[CH2:19][CH2:18]1, predict the reaction product. The product is: [Br:1][C:2]1[CH:9]=[CH:8][C:7]([O:10][CH:17]2[CH2:19][CH2:18]2)=[CH:6][C:3]=1[C:4]#[N:5]. (2) Given the reactants [F:1][C:2]1[CH:7]=[CH:6][CH:5]=[C:4]([F:8])[C:3]=1[C:9]([NH:11][C:12]1[CH:17]=[CH:16][C:15]([C:18]2[N:22]([CH3:23])[N:21]=[C:20]([C:24]([F:27])([F:26])[F:25])[CH:19]=2)=[CH:14][CH:13]=1)=O.Cl.C(OCC)(=O)C, predict the reaction product. The product is: [F:1][C:2]1[CH:7]=[CH:6][CH:5]=[C:4]([F:8])[C:3]=1[CH2:9][NH:11][C:12]1[CH:17]=[CH:16][C:15]([C:18]2[N:22]([CH3:23])[N:21]=[C:20]([C:24]([F:27])([F:25])[F:26])[CH:19]=2)=[CH:14][CH:13]=1. (3) Given the reactants [C:1]([O:23][CH2:24][CH2:25][C:26]([F:38])([F:37])[C:27]([F:36])([F:35])[C:28]([F:34])([F:33])[C:29]([F:32])([F:31])[F:30])(=[O:22])[CH2:2][CH2:3][C:4]([O:6][CH2:7][CH2:8][C:9]([F:21])([F:20])[C:10]([F:19])([F:18])[C:11]([F:17])([F:16])[C:12]([F:15])([F:14])[F:13])=[O:5].CN[N:41]([CH2:44][CH3:45])NC.C(=O)([O-])[O-].[K+].[K+].[C:52](OCC)(=O)C.[C:58](#[N:60])C, predict the reaction product. The product is: [CH3:52][N:60]([CH2:45][CH2:44][NH:41][CH:2]([CH2:3][C:4]([O:6][CH2:7][CH2:8][C:9]([F:21])([F:20])[C:10]([F:18])([F:19])[C:11]([F:17])([F:16])[C:12]([F:15])([F:14])[F:13])=[O:5])[C:1]([O:23][CH2:24][CH2:25][C:26]([F:37])([F:38])[C:27]([F:35])([F:36])[C:28]([F:33])([F:34])[C:29]([F:32])([F:31])[F:30])=[O:22])[CH3:58]. (4) Given the reactants [Cl:1][C:2]1[CH:7]=[CH:6][C:5](I)=[CH:4][CH:3]=1.[CH3:9][C:10]1[N:11]([C@@H:23]([CH:25]2[CH2:30][CH2:29][NH:28][CH2:27][CH2:26]2)[CH3:24])[C:12]2[C:17]([C:18]=1[C:19]([O:21][CH3:22])=[O:20])=[CH:16][CH:15]=[CH:14][CH:13]=2.C[O-].[Na+], predict the reaction product. The product is: [Cl:1][C:2]1[CH:7]=[CH:6][C:5]([N:28]2[CH2:27][CH2:26][CH:25]([C@H:23]([N:11]3[C:12]4[C:17](=[CH:16][CH:15]=[CH:14][CH:13]=4)[C:18]([C:19]([O:21][CH3:22])=[O:20])=[C:10]3[CH3:9])[CH3:24])[CH2:30][CH2:29]2)=[CH:4][CH:3]=1. (5) Given the reactants [C:1]1([N:7]2[CH:11]=[C:10]([C:12]([NH:14][CH2:15][CH2:16][NH:17][C:18]([C:20]3[CH:21]=[CH:22][C:23]([C:26]([O:28]CC)=[O:27])=[N:24][CH:25]=3)=[O:19])=[O:13])[C:9]([C:31]([F:34])([F:33])[F:32])=[N:8]2)[CH:6]=[CH:5][CH:4]=[CH:3][CH:2]=1.O.[OH-].[Li+], predict the reaction product. The product is: [C:1]1([N:7]2[CH:11]=[C:10]([C:12]([NH:14][CH2:15][CH2:16][NH:17][C:18]([C:20]3[CH:21]=[CH:22][C:23]([C:26]([OH:28])=[O:27])=[N:24][CH:25]=3)=[O:19])=[O:13])[C:9]([C:31]([F:32])([F:33])[F:34])=[N:8]2)[CH:6]=[CH:5][CH:4]=[CH:3][CH:2]=1.